This data is from Full USPTO retrosynthesis dataset with 1.9M reactions from patents (1976-2016). The task is: Predict the reactants needed to synthesize the given product. (1) Given the product [CH3:1][C:2]1[N:3]([C:8]2[CH:9]=[C:10]3[C:14](=[CH:15][CH:16]=2)[N:13]([C:24]([O:26][CH2:27][C:28]2[CH:33]=[CH:32][CH:31]=[CH:30][CH:29]=2)=[O:25])[C@H:12]([CH3:17])[CH2:11]3)[C:4]([CH3:7])=[CH:5][CH:6]=1, predict the reactants needed to synthesize it. The reactants are: [CH3:1][C:2]1[N:3]([C:8]2[CH:9]=[C:10]3[C:14](=[CH:15][CH:16]=2)[NH:13][C@H:12]([CH3:17])[CH2:11]3)[C:4]([CH3:7])=[CH:5][CH:6]=1.C(=O)(O)[O-].[Na+].Cl[C:24]([O:26][CH2:27][C:28]1[CH:33]=[CH:32][CH:31]=[CH:30][CH:29]=1)=[O:25]. (2) Given the product [Cl:20][C:17]1[CH:16]=[CH:15][C:14]([C:11]([C:21]2[O:25][N:24]=[C:23]([C:26]([O:28][CH2:29][CH3:30])=[O:27])[N:22]=2)([N:6]2[C:7]3[C:3](=[C:2]([NH:1][S:39]([CH3:38])(=[O:41])=[O:40])[CH:10]=[CH:9][CH:8]=3)[CH:4]=[N:5]2)[CH2:12][CH3:13])=[CH:19][CH:18]=1, predict the reactants needed to synthesize it. The reactants are: [NH2:1][C:2]1[CH:10]=[CH:9][CH:8]=[C:7]2[C:3]=1[CH:4]=[N:5][N:6]2[C:11]([C:21]1[O:25][N:24]=[C:23]([C:26]([O:28][CH2:29][CH3:30])=[O:27])[N:22]=1)([C:14]1[CH:19]=[CH:18][C:17]([Cl:20])=[CH:16][CH:15]=1)[CH2:12][CH3:13].CN1CCOCC1.[CH3:38][S:39](Cl)(=[O:41])=[O:40].